This data is from Reaction yield outcomes from USPTO patents with 853,638 reactions. The task is: Predict the reaction yield, written as a fraction of the theoretical maximum amount of product (1.0 means a 100% yield; for example, 0.34 means a 34% yield). (1) The reactants are [Cl:1][C:2]1[CH:7]=[C:6]([O:8][C:9]2[C:18]3[C:13](=[CH:14][C:15]([OH:21])=[C:16]([O:19][CH3:20])[CH:17]=3)[N:12]=[CH:11][N:10]=2)[CH:5]=[CH:4][C:3]=1[NH:22][C:23]([NH:25][CH2:26][CH3:27])=[O:24].C1(P(C2C=CC=CC=2)C2C=CC=CC=2)C=CC=CC=1.[N:47]1([CH:53](O)[CH2:54][CH3:55])[CH2:52][CH2:51][CH2:50][CH2:49][CH2:48]1.N(C(OCC)=O)=NC(OCC)=O. The catalyst is CN(C)C=O. The product is [Cl:1][C:2]1[CH:7]=[C:6]([O:8][C:9]2[C:18]3[C:13](=[CH:14][C:15]([O:21][CH2:55][CH2:54][CH2:53][N:47]4[CH2:52][CH2:51][CH2:50][CH2:49][CH2:48]4)=[C:16]([O:19][CH3:20])[CH:17]=3)[N:12]=[CH:11][N:10]=2)[CH:5]=[CH:4][C:3]=1[NH:22][C:23]([NH:25][CH2:26][CH3:27])=[O:24]. The yield is 0.420. (2) The reactants are [NH:1]1[CH2:6][CH2:5][CH2:4][CH2:3][CH2:2]1.CN(C)C=O.Cl[C:13]1[CH:18]=[CH:17][C:16]([Cl:19])=[CH:15][C:14]=1[N+:20]([O-:22])=[O:21]. The catalyst is O. The product is [Cl:19][C:16]1[CH:17]=[CH:18][C:13]([N:1]2[CH2:6][CH2:5][CH2:4][CH2:3][CH2:2]2)=[C:14]([N+:20]([O-:22])=[O:21])[CH:15]=1. The yield is 0.964.